Task: Predict the reactants needed to synthesize the given product.. Dataset: Full USPTO retrosynthesis dataset with 1.9M reactions from patents (1976-2016) (1) Given the product [ClH:21].[Cl:31][C:23]1[C:22]([Cl:21])=[CH:27][CH:26]=[CH:25][C:24]=1[NH:28][C:29]([NH:1][CH2:2][C@H:3]1[CH2:4][CH2:5][C@@H:6]([NH:9][C:10]2[CH:19]=[C:18]([CH3:20])[C:17]3[C:12](=[CH:13][CH:14]=[CH:15][CH:16]=3)[N:11]=2)[CH2:7][CH2:8]1)=[O:30], predict the reactants needed to synthesize it. The reactants are: [NH2:1][CH2:2][C@@H:3]1[CH2:8][CH2:7][C@H:6]([NH:9][C:10]2[CH:19]=[C:18]([CH3:20])[C:17]3[C:12](=[CH:13][CH:14]=[CH:15][CH:16]=3)[N:11]=2)[CH2:5][CH2:4]1.[Cl:21][C:22]1[CH:27]=[CH:26][CH:25]=[C:24]([N:28]=[C:29]=[O:30])[C:23]=1[Cl:31].O.Cl. (2) The reactants are: Cl[C:2]1[C:11]2[C:6](=[CH:7][CH:8]=[CH:9][CH:10]=2)[N:5]=[C:4]([C:12]2[CH:17]=[CH:16][CH:15]=[C:14]([N+:18]([O-:20])=[O:19])[CH:13]=2)[N:3]=1.[NH2:21][C:22]1[CH:23]=[C:24]2[C:28](=[CH:29][CH:30]=1)[N:27]([C:31]([O:33][C:34]([CH3:37])([CH3:36])[CH3:35])=[O:32])[N:26]=[CH:25]2. Given the product [N+:18]([C:14]1[CH:13]=[C:12]([C:4]2[N:3]=[C:2]([NH:21][C:22]3[CH:23]=[C:24]4[C:28](=[CH:29][CH:30]=3)[N:27]([C:31]([O:33][C:34]([CH3:37])([CH3:36])[CH3:35])=[O:32])[N:26]=[CH:25]4)[C:11]3[C:6](=[CH:7][CH:8]=[CH:9][CH:10]=3)[N:5]=2)[CH:17]=[CH:16][CH:15]=1)([O-:20])=[O:19], predict the reactants needed to synthesize it. (3) The reactants are: Cl.[N:2]1[CH:7]=[CH:6][N:5]=[CH:4][C:3]=1[C:8](=[NH:10])[NH2:9].[Cl:11][C:12]1[CH:19]=[C:18]([F:20])[CH:17]=[CH:16][C:13]=1[CH:14]=O.O=[C:22]([CH3:29])[CH2:23][C:24]([O:26][CH2:27][CH3:28])=[O:25]. Given the product [Cl:11][C:12]1[CH:19]=[C:18]([F:20])[CH:17]=[CH:16][C:13]=1[CH:14]1[C:23]([C:24]([O:26][CH2:27][CH3:28])=[O:25])=[C:22]([CH3:29])[NH:9][C:8]([C:3]2[CH:4]=[N:5][CH:6]=[CH:7][N:2]=2)=[N:10]1, predict the reactants needed to synthesize it. (4) Given the product [CH2:44]([N:9]([CH2:10][C:12]1[CH:17]=[CH:16][C:15]([CH:18]([C:36]2[CH:41]=[CH:40][CH:39]=[C:38]([O:42][CH3:43])[CH:37]=2)[CH2:19][CH2:20][N:21]2[CH2:22][CH2:23][CH:24]([N:27]3[C:31]4[CH:32]=[CH:33][CH:34]=[CH:35][C:30]=4[N:29]=[CH:28]3)[CH2:25][CH2:26]2)=[CH:14][CH:13]=1)[CH2:7][CH3:8])[CH3:45], predict the reactants needed to synthesize it. The reactants are: [H-].[Al+3].[Li+].[H-].[H-].[H-].[CH2:7]([N:9]([CH2:44][CH3:45])[C:10]([C:12]1[CH:17]=[CH:16][C:15]([CH:18]([C:36]2[CH:41]=[CH:40][CH:39]=[C:38]([O:42][CH3:43])[CH:37]=2)[CH2:19][CH2:20][N:21]2[CH2:26][CH2:25][CH:24]([N:27]3[C:31]4[CH:32]=[CH:33][CH:34]=[CH:35][C:30]=4[N:29]=[CH:28]3)[CH2:23][CH2:22]2)=[CH:14][CH:13]=1)=O)[CH3:8].S([O-])([O-])(=O)=O.[Mg+2]. (5) Given the product [CH2:77]([O:79][C:80](=[O:89])[CH2:81][C:82]1[CH:83]=[CH:84][C:85]([NH:88][C:12](=[O:38])[CH:13]([N:20]2[C:24]3[CH:25]=[C:26]([F:30])[C:27]([F:29])=[CH:28][C:23]=3[N:22]=[C:21]2[C:31]2[CH:32]=[CH:33][C:34]([Cl:37])=[CH:35][CH:36]=2)[CH:14]2[CH2:15][CH2:16][CH2:17][CH2:18][CH2:19]2)=[CH:86][CH:87]=1)[CH3:78], predict the reactants needed to synthesize it. The reactants are: C(OC(=O)C1C=CC(N[C:12](=[O:38])[CH:13]([N:20]2[C:24]3[CH:25]=[C:26]([F:30])[C:27]([F:29])=[CH:28][C:23]=3[N:22]=[C:21]2[C:31]2[CH:36]=[CH:35][C:34]([Cl:37])=[CH:33][CH:32]=2)[CH:14]2[CH2:19][CH2:18][CH2:17][CH2:16][CH2:15]2)=CC=1)C.ClC1C=CC(C2N(C(C3CCCCC3)C(NC[C@H]3CC[C@H](C(O)=O)CC3)=O)C3C=CC(F)=CC=3N=2)=CC=1.[CH2:77]([O:79][C:80](=[O:89])[CH2:81][C:82]1[CH:87]=[CH:86][C:85]([NH2:88])=[CH:84][CH:83]=1)[CH3:78].F[P-](F)(F)(F)(F)F.N1(OC(N(C)C)=[N+](C)C)C2N=CC=CC=2N=N1. (6) Given the product [F:1][C:9]1[CH:16]=[CH:15][C:14]([N+:17]([O-:19])=[O:18])=[CH:13][C:10]=1[CH:11]=[O:12], predict the reactants needed to synthesize it. The reactants are: [F-:1].[K+].CN(C=O)C.Cl[C:9]1[CH:16]=[CH:15][C:14]([N+:17]([O-:19])=[O:18])=[CH:13][C:10]=1[CH:11]=[O:12].